The task is: Predict the product of the given reaction.. This data is from Forward reaction prediction with 1.9M reactions from USPTO patents (1976-2016). (1) Given the reactants [C:1]([O:5][C:6](=[O:27])[CH2:7][CH2:8][C:9]1[CH:14]=[CH:13][C:12]([OH:15])=[CH:11][C:10]=1[CH2:16][NH:17][C:18]([C:20]1[CH:24]=[C:23]([Cl:25])[S:22][C:21]=1[Cl:26])=[O:19])([CH3:4])([CH3:3])[CH3:2].[C:28]1([C:53]2[CH:58]=[CH:57][CH:56]=[CH:55][CH:54]=2)[CH:33]=[CH:32][C:31]([C:34]2[O:35][C:36]([CH3:52])=[C:37]([CH2:39][CH2:40]OS(C3C=CC(C)=CC=3)(=O)=O)[N:38]=2)=[CH:30][CH:29]=1, predict the reaction product. The product is: [C:1]([O:5][C:6](=[O:27])[CH2:7][CH2:8][C:9]1[CH:14]=[CH:13][C:12]([O:15][CH2:40][CH2:39][C:37]2[N:38]=[C:34]([C:31]3[CH:32]=[CH:33][C:28]([C:53]4[CH:58]=[CH:57][CH:56]=[CH:55][CH:54]=4)=[CH:29][CH:30]=3)[O:35][C:36]=2[CH3:52])=[CH:11][C:10]=1[CH2:16][NH:17][C:18]([C:20]1[CH:24]=[C:23]([Cl:25])[S:22][C:21]=1[Cl:26])=[O:19])([CH3:4])([CH3:2])[CH3:3]. (2) The product is: [Cl:38][C:18]1[N:19]=[C:14]([C:7]2[C:8]3[C:9](=[N:10][CH:11]=[CH:12][CH:13]=3)[N:5]([CH2:4][C:3]3[CH:32]=[CH:33][CH:34]=[CH:35][C:2]=3[F:1])[N:6]=2)[N:15]=[N:16][C:17]=1[C:21]([CH3:31])([CH2:27][CH2:28][CH:29]=[CH2:30])[C:22]([O:24][CH2:25][CH3:26])=[O:23]. Given the reactants [F:1][C:2]1[CH:35]=[CH:34][CH:33]=[CH:32][C:3]=1[CH2:4][N:5]1[C:9]2=[N:10][CH:11]=[CH:12][CH:13]=[C:8]2[C:7]([C:14]2[N:15]=[N:16][C:17]([C:21]([CH3:31])([CH2:27][CH2:28][CH:29]=[CH2:30])[C:22]([O:24][CH2:25][CH3:26])=[O:23])=[C:18](O)[N:19]=2)=[N:6]1.P(Cl)(Cl)([Cl:38])=O, predict the reaction product.